From a dataset of Retrosynthesis with 50K atom-mapped reactions and 10 reaction types from USPTO. Predict the reactants needed to synthesize the given product. Given the product CC(C)C(=O)NCc1ccc2nc(Cl)nc(N3CCOCC3)c2n1, predict the reactants needed to synthesize it. The reactants are: CC(C)C(=O)O.NCc1ccc2nc(Cl)nc(N3CCOCC3)c2n1.